From a dataset of Catalyst prediction with 721,799 reactions and 888 catalyst types from USPTO. Predict which catalyst facilitates the given reaction. (1) Reactant: [CH3:1][O:2][C:3](=[O:23])[CH:4]=[CH:5][C:6]1[CH:14]=[CH:13][C:12]([O:15][CH2:16][C:17]2[CH:22]=[CH:21][CH:20]=[CH:19][CH:18]=2)=[C:11]2[C:7]=1[CH2:8][NH:9][CH2:10]2.C(N(CC)CC)C.[CH2:31]([S:35](Cl)(=[O:37])=[O:36])[CH2:32][CH2:33][CH3:34]. Product: [CH3:1][O:2][C:3](=[O:23])[CH:4]=[CH:5][C:6]1[CH:14]=[CH:13][C:12]([O:15][CH2:16][C:17]2[CH:22]=[CH:21][CH:20]=[CH:19][CH:18]=2)=[C:11]2[C:7]=1[CH2:8][N:9]([S:35]([CH2:31][CH2:32][CH2:33][CH3:34])(=[O:37])=[O:36])[CH2:10]2. The catalyst class is: 2. (2) Reactant: [N+:1]([C:4]1[CH:9]=[CH:8][C:7]([C:10]2[CH:15]=[CH:14][C:13]([NH2:16])=[CH:12][CH:11]=2)=[CH:6][CH:5]=1)([O-:3])=[O:2].CCN(CC)CC.[C:24](Cl)(=[O:29])[CH2:25][CH2:26][CH2:27]C. Product: [N+:1]([C:4]1[CH:5]=[CH:6][C:7]([C:10]2[CH:15]=[CH:14][C:13]([NH:16][C:24](=[O:29])[CH2:25][CH2:26][CH3:27])=[CH:12][CH:11]=2)=[CH:8][CH:9]=1)([O-:3])=[O:2]. The catalyst class is: 56. (3) Reactant: [Br:1][C:2]1[CH:3]=[C:4]([NH:9][C:10](=[O:21])[C:11]2[CH:16]=[CH:15][C:14]([C:17]([F:20])([F:19])[F:18])=[CH:13][CH:12]=2)[C:5]([OH:8])=[N:6][CH:7]=1.[H-].[Na+].[CH3:24][O:25][C:26](=[O:40])[C@H:27](OS(C)(=O)=O)[CH2:28][C:29]1[CH:34]=[CH:33][CH:32]=[CH:31][CH:30]=1. Product: [CH3:24][O:25][C:26](=[O:40])[C@@H:27]([N:6]1[CH:7]=[C:2]([Br:1])[CH:3]=[C:4]([NH:9][C:10](=[O:21])[C:11]2[CH:12]=[CH:13][C:14]([C:17]([F:18])([F:19])[F:20])=[CH:15][CH:16]=2)[C:5]1=[O:8])[CH2:28][C:29]1[CH:30]=[CH:31][CH:32]=[CH:33][CH:34]=1. The catalyst class is: 54.